From a dataset of Full USPTO retrosynthesis dataset with 1.9M reactions from patents (1976-2016). Predict the reactants needed to synthesize the given product. (1) Given the product [CH2:15]([O:14][C:12]([N:5]1[CH2:6][CH2:7][C:2]([OH:1])([C:8]([OH:10])=[O:9])[CH2:3][CH2:4]1)=[O:13])[C:16]1[CH:21]=[CH:20][CH:19]=[CH:18][CH:17]=1, predict the reactants needed to synthesize it. The reactants are: [OH:1][C:2]1([C:8]([OH:10])=[O:9])[CH2:7][CH2:6][NH:5][CH2:4][CH2:3]1.Cl[C:12]([O:14][CH2:15][C:16]1[CH:21]=[CH:20][CH:19]=[CH:18][CH:17]=1)=[O:13].Cl. (2) Given the product [CH2:14]([N:1]1[C:9]2[CH:8]=[CH:7][CH:6]=[C:5]([CH:10]=[O:11])[C:4]=2[CH:3]=[CH:2]1)[CH3:15], predict the reactants needed to synthesize it. The reactants are: [NH:1]1[C:9]2[CH:8]=[CH:7][CH:6]=[C:5]([CH:10]=[O:11])[C:4]=2[CH:3]=[CH:2]1.[H-].[Na+].[CH2:14](I)[CH3:15].O. (3) Given the product [CH2:1]([O:3][C:4](=[O:20])[N:5]([CH3:23])[CH:6]1[CH2:11][CH2:10][CH:9]=[C:8]([C:12]#[C:13][C:14]2[CH:19]=[CH:18][CH:17]=[CH:16][CH:15]=2)[CH2:7]1)[CH3:2], predict the reactants needed to synthesize it. The reactants are: [CH2:1]([O:3][C:4](=[O:20])[NH:5][CH:6]1[CH2:11][CH2:10][CH:9]=[C:8]([C:12]#[C:13][C:14]2[CH:19]=[CH:18][CH:17]=[CH:16][CH:15]=2)[CH2:7]1)[CH3:2].[H-].[Na+].[CH3:23]I. (4) Given the product [C:1]([N:4]1[C:16]2[CH:15]=[CH:14][C:13]([C:30]3[CH:31]=[CH:32][C:27]([C:19]4[S:18][C:22]5[CH:23]=[CH:24][CH:25]=[CH:26][C:21]=5[N:20]=4)=[CH:28][CH:29]=3)=[CH:12][C:11]=2[C:10]2[C:5]1=[CH:6][CH:7]=[CH:8][CH:9]=2)(=[O:3])[CH3:2], predict the reactants needed to synthesize it. The reactants are: [C:1]([N:4]1[C:16]2[CH:15]=[CH:14][C:13](Br)=[CH:12][C:11]=2[C:10]2[C:5]1=[CH:6][CH:7]=[CH:8][CH:9]=2)(=[O:3])[CH3:2].[S:18]1[C:22]2[CH:23]=[CH:24][CH:25]=[CH:26][C:21]=2[N:20]=[C:19]1[C:27]1[CH:32]=[CH:31][C:30](B(O)O)=[CH:29][CH:28]=1.C(=O)([O-])[O-].[K+].[K+].C(O)C. (5) Given the product [CH3:3][C:4]1[N:5]([C:10]2[CH:14]=[C:13]([C:15]3([O:19][C:28]([S:30][CH3:32])=[S:29])[CH2:16][O:17][CH2:18]3)[N:12]([CH2:20][O:21][CH2:22][CH2:23][Si:24]([CH3:25])([CH3:27])[CH3:26])[N:11]=2)[C:6]([CH3:9])=[CH:7][CH:8]=1, predict the reactants needed to synthesize it. The reactants are: [H-].[Na+].[CH3:3][C:4]1[N:5]([C:10]2[CH:14]=[C:13]([C:15]3([OH:19])[CH2:18][O:17][CH2:16]3)[N:12]([CH2:20][O:21][CH2:22][CH2:23][Si:24]([CH3:27])([CH3:26])[CH3:25])[N:11]=2)[C:6]([CH3:9])=[CH:7][CH:8]=1.[C:28](=[S:30])=[S:29].I[CH3:32]. (6) The reactants are: [NH2:1][C@@H:2]([CH:8]([CH3:10])[CH3:9])[CH:3]([OH:7])[C:4]([OH:6])=[O:5].[OH-].[Na+].O1CCOCC1.Cl[C:20]([O:22][CH2:23][C:24]1[CH:29]=[CH:28][CH:27]=[CH:26][CH:25]=1)=[O:21]. Given the product [CH2:23]([O:22][C:20]([NH:1][C@@H:2]([CH:8]([CH3:10])[CH3:9])[CH:3]([OH:7])[C:4]([OH:6])=[O:5])=[O:21])[C:24]1[CH:29]=[CH:28][CH:27]=[CH:26][CH:25]=1, predict the reactants needed to synthesize it.